Dataset: Forward reaction prediction with 1.9M reactions from USPTO patents (1976-2016). Task: Predict the product of the given reaction. (1) Given the reactants [OH:1][C:2]1[CH:7]=[CH:6][C:5](/[CH:8]=[CH:9]/[C:10]([O:12][CH3:13])=[O:11])=[CH:4][C:3]=1[O:14][CH3:15], predict the reaction product. The product is: [OH:1][C:2]1[CH:7]=[CH:6][C:5]([CH2:8][CH2:9][C:10]([O:12][CH3:13])=[O:11])=[CH:4][C:3]=1[O:14][CH3:15]. (2) Given the reactants [C:1]([O:5][C:6]([NH:8][CH2:9][C:10]1[CH:11]=[C:12]([C:17]2[CH:18]=[C:19]([C:24]([CH3:27])=[CH:25][CH:26]=2)[C:20]([O:22][CH3:23])=[O:21])[CH:13]=[CH:14][C:15]=1[OH:16])=[O:7])([CH3:4])([CH3:3])[CH3:2].I[CH2:29][CH3:30].C(=O)([O-])[O-].[Cs+].[Cs+], predict the reaction product. The product is: [C:1]([O:5][C:6]([NH:8][CH2:9][C:10]1[CH:11]=[C:12]([C:17]2[CH:18]=[C:19]([C:24]([CH3:27])=[CH:25][CH:26]=2)[C:20]([O:22][CH3:23])=[O:21])[CH:13]=[CH:14][C:15]=1[O:16][CH2:29][CH3:30])=[O:7])([CH3:4])([CH3:3])[CH3:2]. (3) Given the reactants C([O:3][C:4]([C:6]1[CH:7]=[C:8]([C:15]([N:17]2[CH2:21][CH2:20][CH2:19][C@@H:18]2[CH3:22])=[O:16])[N:9]2[CH2:14][CH2:13][O:12][CH2:11][C:10]=12)=[O:5])C.O.[OH-].[K+].Cl, predict the reaction product. The product is: [CH3:22][C@H:18]1[CH2:19][CH2:20][CH2:21][N:17]1[C:15]([C:8]1[N:9]2[C:10]([CH2:11][O:12][CH2:13][CH2:14]2)=[C:6]([C:4]([OH:5])=[O:3])[CH:7]=1)=[O:16]. (4) Given the reactants [C:1]([O:5][C:6]([C:8]1[C:16]2[CH2:15][CH:14]([CH2:17][N:18]3C(=O)C4C(=CC=CC=4)C3=O)[N:13]([CH2:29][C:30]3[CH:35]=[CH:34][C:33]([O:36][CH3:37])=[CH:32][CH:31]=3)[CH2:12][C:11]=2[S:10][C:9]=1[NH2:38])=[O:7])([CH3:4])([CH3:3])[CH3:2].NN, predict the reaction product. The product is: [C:1]([O:5][C:6]([C:8]1[C:16]2[CH2:15][CH:14]([CH2:17][NH2:18])[N:13]([CH2:29][C:30]3[CH:31]=[CH:32][C:33]([O:36][CH3:37])=[CH:34][CH:35]=3)[CH2:12][C:11]=2[S:10][C:9]=1[NH2:38])=[O:7])([CH3:4])([CH3:3])[CH3:2]. (5) Given the reactants [CH:1]([C:3]1[S:4][CH:5]=[CH:6][C:7]=1B(O)O)=[O:2].Br[C:12]1[CH:17]=[CH:16][CH:15]=[C:14]([O:18][CH3:19])[N:13]=1.C(=O)([O-])[O-].[Na+].[Na+].[Na+].[Cl-], predict the reaction product. The product is: [CH3:19][O:18][C:14]1[N:13]=[C:12]([C:7]2[CH:6]=[CH:5][S:4][C:3]=2[CH:1]=[O:2])[CH:17]=[CH:16][CH:15]=1.